From a dataset of Full USPTO retrosynthesis dataset with 1.9M reactions from patents (1976-2016). Predict the reactants needed to synthesize the given product. (1) Given the product [F:2][C@H:3]1[C@:8]([CH2:11][OH:12])([O:9][CH3:10])[CH2:7][CH2:6][N:5]([C:30]2[N:38]3[C:34](=[N:35][C:36]4[CH:42]=[CH:41][CH:40]=[CH:39][C:37]=43)[C:33]([C:43]([NH2:45])=[O:44])=[C:32]3[CH2:46][C:47]([CH3:50])([CH3:49])[CH2:48][C:31]=23)[CH2:4]1, predict the reactants needed to synthesize it. The reactants are: Cl.[F:2][C@H:3]1[C@:8]([CH2:11][OH:12])([O:9][CH3:10])[CH2:7][CH2:6][NH:5][CH2:4]1.CCN(C(C)C)C(C)C.CN1C(=O)CCC1.Cl[C:30]1[N:38]2[C:34](=[N:35][C:36]3[CH:42]=[CH:41][CH:40]=[CH:39][C:37]=32)[C:33]([C:43]([NH2:45])=[O:44])=[C:32]2[CH2:46][C:47]([CH3:50])([CH3:49])[CH2:48][C:31]=12. (2) Given the product [CH2:35]([N:42]1[CH2:48][CH:47]2[CH:49]([CH2:50][NH:51][C:30]([C:31]3[C:19]([C:23]4[CH:24]=[CH:25][CH:26]=[CH:27][CH:28]=4)=[CH:29][CH:34]=[CH:33][CH:32]=3)=[O:1])[CH:44]([CH2:45][CH2:46]2)[CH2:43]1)[C:36]1[CH:37]=[CH:38][CH:39]=[CH:40][CH:41]=1, predict the reactants needed to synthesize it. The reactants are: [OH:1]C1C2N=NNC=2C=CC=1.CN1CCOCC1.O[C:19]([C:29]1[CH:34]=[CH:33][CH:32]=[CH:31][CH:30]=1)([C:23]1[CH:28]=[CH:27][CH:26]=[CH:25][CH:24]=1)C(O)=O.[CH2:35]([N:42]1[CH2:48][CH:47]2[CH:49]([CH2:50][NH2:51])[CH:44]([CH2:45][CH2:46]2)[CH2:43]1)[C:36]1[CH:41]=[CH:40][CH:39]=[CH:38][CH:37]=1.Cl.CN(C)CCCN=C=NCC. (3) The reactants are: [CH2:1]([O:8][C:9]1[C:10](=[O:29])[CH:11]=[C:12]([CH2:27][OH:28])[N:13]([C:15]2[CH:16]=[C:17]([C:21]3[CH:26]=[CH:25][CH:24]=[CH:23][CH:22]=3)[CH:18]=[CH:19][CH:20]=2)[CH:14]=1)[C:2]1[CH:7]=[CH:6][CH:5]=[CH:4][CH:3]=1. Given the product [CH2:1]([O:8][C:9]1[C:10](=[O:29])[CH:11]=[C:12]([CH:27]=[O:28])[N:13]([C:15]2[CH:16]=[C:17]([C:21]3[CH:22]=[CH:23][CH:24]=[CH:25][CH:26]=3)[CH:18]=[CH:19][CH:20]=2)[CH:14]=1)[C:2]1[CH:7]=[CH:6][CH:5]=[CH:4][CH:3]=1, predict the reactants needed to synthesize it.